From a dataset of Reaction yield outcomes from USPTO patents with 853,638 reactions. Predict the reaction yield, written as a fraction of the theoretical maximum amount of product (1.0 means a 100% yield; for example, 0.34 means a 34% yield). (1) The reactants are C[O:2][C:3]([CH:5]1[C:9]([C:11]2[CH:16]=[CH:15][C:14]([Cl:17])=[CH:13][CH:12]=2)([CH3:10])[CH2:8][N:7]([CH2:18][C:19]2[CH:24]=[CH:23][CH:22]=[CH:21][CH:20]=2)[CH2:6]1)=[O:4].[Li+].[OH-].CO. The catalyst is C1COCC1. The product is [CH2:18]([N:7]1[CH2:8][C:9]([C:11]2[CH:12]=[CH:13][C:14]([Cl:17])=[CH:15][CH:16]=2)([CH3:10])[CH:5]([C:3]([OH:4])=[O:2])[CH2:6]1)[C:19]1[CH:24]=[CH:23][CH:22]=[CH:21][CH:20]=1. The yield is 0.970. (2) The reactants are [C:1]1([C@H:7]2[C@H:16]3[CH2:17][CH2:18][N:19]([C:20]([C@H:22]4[CH2:27][CH2:26][CH2:25][CH2:24][C@H:23]4[NH:28][C:29]([C:31]4[CH:39]=[CH:38][CH:37]=[CH:36][C:32]=4[C:33]([OH:35])=O)=[O:30])=[O:21])[C@H:15]3[C:14]3[CH:13]=[CH:12][CH:11]=[CH:10][C:9]=3[NH:8]2)[CH:6]=[CH:5][CH:4]=[CH:3][CH:2]=1.C(N(CC)CC)C.CCOC(OC(OCC)=O)=O.O. The catalyst is CN(C=O)C. The product is [C:1]1([C@H:7]2[C@H:16]3[CH2:17][CH2:18][N:19]([C:20]([C@H:22]4[CH2:27][CH2:26][CH2:25][CH2:24][C@H:23]4[N:28]4[C:33](=[O:35])[C:32]5[C:31](=[CH:39][CH:38]=[CH:37][CH:36]=5)[C:29]4=[O:30])=[O:21])[C@H:15]3[C:14]3[CH:13]=[CH:12][CH:11]=[CH:10][C:9]=3[NH:8]2)[CH:2]=[CH:3][CH:4]=[CH:5][CH:6]=1. The yield is 0.710.